Predict the reaction yield, written as a fraction of the theoretical maximum amount of product (1.0 means a 100% yield; for example, 0.34 means a 34% yield). From a dataset of Reaction yield outcomes from USPTO patents with 853,638 reactions. (1) The reactants are C([O:3][C:4](=O)[C:5]([CH3:27])=[CH:6][CH:7]=[CH:8][C:9]([CH3:26])=[CH:10][CH:11]=[CH:12][CH:13]=[C:14]([CH3:25])[CH:15]=[CH:16][CH:17]=[C:18]([CH3:24])[C:19](OCC)=[O:20])C.[H-].C([Al+]CC(C)C)C(C)C.C1(C)C=CC=CC=1.[OH-].[Na+]. The catalyst is C(Cl)Cl.O. The product is [CH3:24][C:18](=[CH:17][CH:16]=[CH:15][C:14]([CH3:25])=[CH:13][CH:12]=[CH:11][CH:10]=[C:9]([CH3:26])[CH:8]=[CH:7][CH:6]=[C:5]([CH3:27])[CH2:4][OH:3])[CH2:19][OH:20]. The yield is 0.850. (2) The catalyst is CN(C)C=O.O.C(OCC)(=O)C. The product is [CH:39]1([NH:40][C:16]([C:13]2[CH:14]=[C:15]3[C:10](=[CH:11][C:12]=2[O:19][CH3:20])[N:9]=[CH:8][CH:7]=[C:6]3[O:5][C:4]2[CH:21]=[CH:22][C:23]([NH:24][C:25]([NH:27][CH:28]3[CH2:29][CH2:30]3)=[O:26])=[C:2]([Cl:1])[CH:3]=2)=[O:18])[CH2:37][CH2:38]1. The reactants are [Cl:1][C:2]1[CH:3]=[C:4]([CH:21]=[CH:22][C:23]=1[NH:24][C:25]([NH:27][CH:28]1[CH2:30][CH2:29]1)=[O:26])[O:5][C:6]1[C:15]2[C:10](=[CH:11][C:12]([O:19][CH3:20])=[C:13]([C:16]([OH:18])=O)[CH:14]=2)[N:9]=[CH:8][CH:7]=1.Cl.C(N=C=N[CH2:37][CH2:38][CH2:39][N:40](C)C)C.C(N(CC)CC)C.C1(N)CC1. The yield is 0.426. (3) The reactants are Br[C:2]1[CH:11]=[CH:10][C:5]([C:6]([O:8][CH3:9])=[O:7])=[CH:4][C:3]=1[F:12].[CH:13]([Sn](CCCC)(CCCC)CCCC)=[CH2:14]. The catalyst is CN(C=O)C.C(OCC)(=O)C.Cl[Pd](Cl)([P](C1C=CC=CC=1)(C1C=CC=CC=1)C1C=CC=CC=1)[P](C1C=CC=CC=1)(C1C=CC=CC=1)C1C=CC=CC=1. The product is [F:12][C:3]1[CH:4]=[C:5]([CH:10]=[CH:11][C:2]=1[CH:13]=[CH2:14])[C:6]([O:8][CH3:9])=[O:7]. The yield is 0.630. (4) The reactants are Cl.[CH2:2]([C:6]1[N:7]=[C:8]2[CH:28]=[CH:27][CH:26]=[CH:25][N:9]2[C:10](=[O:24])[C:11]=1[C:12]1[CH:17]=[CH:16][C:15]([NH:18][C@@H:19]2[CH2:23][CH2:22][NH:21][CH2:20]2)=[CH:14][CH:13]=1)[CH2:3][CH2:4][CH3:5].[CH2:29](N(CC)CC)C.C=O.C([O-])(=O)C.C([O-])(=O)C.C([O-])(=O)C.B.[Na+].[Na+].[Na+]. The catalyst is O1CCCC1.C(O)(=O)C. The product is [CH2:2]([C:6]1[N:7]=[C:8]2[CH:28]=[CH:27][CH:26]=[CH:25][N:9]2[C:10](=[O:24])[C:11]=1[C:12]1[CH:13]=[CH:14][C:15]([NH:18][C@@H:19]2[CH2:23][CH2:22][N:21]([CH3:29])[CH2:20]2)=[CH:16][CH:17]=1)[CH2:3][CH2:4][CH3:5]. The yield is 0.790. (5) The reactants are O[C@H:2]1[CH2:6][NH:5][C:4](=[O:7])[CH2:3]1.C(N(CC)CC)C.CS(Cl)(=O)=O.[Mn]([O-])(=O)(=O)=O.[N-:25]=[N+:26]=[N-:27].[Na+]. The catalyst is ClCCl.CN(C=O)C.C(OCC)(=O)C. The product is [N:25]([C@@H:2]1[CH2:6][NH:5][C:4](=[O:7])[CH2:3]1)=[N+:26]=[N-:27]. The yield is 0.320. (6) The reactants are [CH:1]1([N:6]2[CH2:11][CH2:10][N:9]([C:12]3[CH:17]=[CH:16][C:15](I)=[CH:14][CH:13]=3)[CH2:8][CH2:7]2)[CH2:5][CH2:4][CH2:3][CH2:2]1.[B:19]1([B:19]2[O:23][C:22]([CH3:25])([CH3:24])[C:21]([CH3:27])([CH3:26])[O:20]2)[O:23][C:22]([CH3:25])([CH3:24])[C:21]([CH3:27])([CH3:26])[O:20]1.CC([O-])=O.[K+]. The catalyst is C1C=CC(P(C2C=CC=CC=2)[C-]2C=CC=C2)=CC=1.C1C=CC(P(C2C=CC=CC=2)[C-]2C=CC=C2)=CC=1.Cl[Pd]Cl.[Fe+2].C(Cl)Cl.CS(C)=O. The product is [CH:1]1([N:6]2[CH2:11][CH2:10][N:9]([C:12]3[CH:17]=[CH:16][C:15]([B:19]4[O:23][C:22]([CH3:25])([CH3:24])[C:21]([CH3:27])([CH3:26])[O:20]4)=[CH:14][CH:13]=3)[CH2:8][CH2:7]2)[CH2:5][CH2:4][CH2:3][CH2:2]1. The yield is 0.520. (7) The reactants are [CH:1]1([CH2:4][C@H:5]([NH:10]C(=O)OC(C)(C)C)[C:6]([OH:9])([CH3:8])[CH3:7])[CH2:3][CH2:2]1.Cl. The catalyst is C(OCC)(=O)C.O. The product is [NH2:10][C@@H:5]([CH2:4][CH:1]1[CH2:3][CH2:2]1)[C:6]([CH3:8])([OH:9])[CH3:7]. The yield is 0.640. (8) The reactants are C([O:3][C:4](=[O:33])[C:5]1[CH:10]=[CH:9][CH:8]=[C:7]([N:11]2[C:15](C)=[CH:14][CH:13]=[C:12]2[C:17]2[CH:22]=[CH:21][CH:20]=[CH:19][C:18]=2[O:23][CH2:24][C:25]2[CH:30]=[CH:29][C:28]([O:31][CH3:32])=[CH:27][CH:26]=2)[CH:6]=1)C.[OH-].[Na+]. The catalyst is CCO. The product is [CH3:32][O:31][C:28]1[CH:27]=[CH:26][C:25]([CH2:24][O:23][C:18]2[CH:19]=[CH:20][CH:21]=[CH:22][C:17]=2[C:12]2[N:11]([C:7]3[CH:6]=[C:5]([CH:10]=[CH:9][CH:8]=3)[C:4]([OH:33])=[O:3])[CH:15]=[CH:14][CH:13]=2)=[CH:30][CH:29]=1. The yield is 0.890. (9) The reactants are [F:1][C:2]1[CH:27]=[CH:26][C:5]([CH2:6][NH:7][CH:8]([C:20]2[CH:25]=[CH:24][CH:23]=[CH:22][CH:21]=2)[C:9]([O:11][C@@H:12]2[CH:17]3[CH2:18][CH2:19][N:14]([CH2:15][CH2:16]3)[CH2:13]2)=[O:10])=[CH:4][CH:3]=1.[Cl:28][CH2:29][C:30]([C:32]1[S:33][CH:34]=[CH:35][CH:36]=1)=[O:31].CCOCC. The catalyst is C(OCC)(=O)C. The product is [Cl-:28].[F:1][C:2]1[CH:27]=[CH:26][C:5]([CH2:6][NH:7][CH:8]([C:20]2[CH:21]=[CH:22][CH:23]=[CH:24][CH:25]=2)[C:9]([O:11][C@@H:12]2[CH:17]3[CH2:16][CH2:15][N+:14]([CH2:29][C:30](=[O:31])[C:32]4[S:33][CH:34]=[CH:35][CH:36]=4)([CH2:19][CH2:18]3)[CH2:13]2)=[O:10])=[CH:4][CH:3]=1. The yield is 0.680.